Task: Predict the reactants needed to synthesize the given product.. Dataset: Full USPTO retrosynthesis dataset with 1.9M reactions from patents (1976-2016) (1) Given the product [CH:10]([C:13]([C:16]([C:19]([C:22]([C:25]([CH2:28][S:2]([OH:1])=[O:3])([F:26])[F:27])([F:23])[F:24])([F:20])[F:21])([F:18])[F:17])([F:15])[F:14])([F:12])[F:11], predict the reactants needed to synthesize it. The reactants are: [O-:1][S:2](S([O-])=O)=[O:3].[Na+].[Na+].O.[CH:10]([C:13]([C:16]([C:19]([C:22]([C:25]([CH2:28]I)([F:27])[F:26])([F:24])[F:23])([F:21])[F:20])([F:18])[F:17])([F:15])[F:14])([F:12])[F:11]. (2) Given the product [F:27][CH2:28][CH2:29][O:19][C:15]1[CH:16]=[C:17]2[C:12]([N:11]=[CH:10][C:9]([C:6]3[CH:5]=[CH:4][C:3]([N:2]([CH3:20])[CH3:1])=[CH:8][CH:7]=3)=[N:18]2)=[CH:13][CH:14]=1, predict the reactants needed to synthesize it. The reactants are: [CH3:1][N:2]([CH3:20])[C:3]1[CH:8]=[CH:7][C:6]([C:9]2[CH:10]=[N:11][C:12]3[C:17]([N:18]=2)=[CH:16][C:15]([OH:19])=[CH:14][CH:13]=3)=[CH:5][CH:4]=1.C(=O)([O-])[O-].[K+].[K+].[F:27][CH2:28][CH2:29]OS(C1C=CC(C)=CC=1)(=O)=O.